Dataset: Full USPTO retrosynthesis dataset with 1.9M reactions from patents (1976-2016). Task: Predict the reactants needed to synthesize the given product. Given the product [CH3:1][O:2][CH2:3][C:4]1[N:9]=[CH:8][C:7]([O:10][C:11]2[CH:12]=[C:13]3[C:17](=[C:18]([O:20][CH:21]4[CH2:26][CH2:25][O:24][CH2:23][CH2:22]4)[CH:19]=2)[NH:16][C:15]([C:27]([OH:29])=[O:28])=[CH:14]3)=[CH:6][CH:5]=1, predict the reactants needed to synthesize it. The reactants are: [CH3:1][O:2][CH2:3][C:4]1[N:9]=[CH:8][C:7]([O:10][C:11]2[CH:12]=[C:13]3[C:17](=[C:18]([O:20][CH:21]4[CH2:26][CH2:25][O:24][CH2:23][CH2:22]4)[CH:19]=2)[NH:16][C:15]([C:27]([O:29]CC)=[O:28])=[CH:14]3)=[CH:6][CH:5]=1.[OH-].[Na+].